Dataset: Forward reaction prediction with 1.9M reactions from USPTO patents (1976-2016). Task: Predict the product of the given reaction. (1) Given the reactants [NH2:1][C:2]1[C:3]([Br:10])=[CH:4][C:5]([Cl:9])=[C:6]([OH:8])[CH:7]=1.C(=O)([O-])[O-].[Cs+].[Cs+].[I-].[Na+].Br[CH2:20][CH2:21][O:22][Si:23]([C:26]([CH3:29])([CH3:28])[CH3:27])([CH3:25])[CH3:24], predict the reaction product. The product is: [Br:10][C:3]1[CH:4]=[C:5]([Cl:9])[C:6]([O:8][CH2:20][CH2:21][O:22][Si:23]([C:26]([CH3:29])([CH3:28])[CH3:27])([CH3:25])[CH3:24])=[CH:7][C:2]=1[NH2:1]. (2) Given the reactants [Cl-].[Al+3].[Cl-].[Cl-].[CH3:5][C:6]1[CH:11]2[C:12]([CH3:14])([CH3:13])[CH:9]([CH2:10]2)[CH2:8][CH:7]=1.CC1(C)C2CC1CCC2=C.C=CC1C=CC=CC=1, predict the reaction product. The product is: [CH3:5][C:6]1[CH2:11][CH2:10][C@@H:9]([C:12]([CH3:14])=[CH2:13])[CH2:8][CH:7]=1. (3) Given the reactants CS(O[CH2:6][C:7]1[CH:12]=[C:11]([C:13]([CH3:16])([CH3:15])[CH3:14])[CH:10]=[C:9]([N+:17]([O-:19])=[O:18])[C:8]=1[O:20][CH3:21])(=O)=O.[CH3:22][S-:23].[Na+], predict the reaction product. The product is: [C:13]([C:11]1[CH:10]=[C:9]([N+:17]([O-:19])=[O:18])[C:8]([O:20][CH3:21])=[C:7]([CH2:6][S:23][CH3:22])[CH:12]=1)([CH3:14])([CH3:15])[CH3:16]. (4) Given the reactants Cl[C:2]1[C:7]([C:8]([F:11])([F:10])[F:9])=[CH:6][N:5]=[C:4]([NH:12][C:13]2[CH:18]=[CH:17][C:16]([P:19]([CH3:22])([CH3:21])=[O:20])=[CH:15][CH:14]=2)[N:3]=1.C(N(CC)CC)C.[C:30]12([NH2:40])[CH2:39][CH:34]3[CH2:35][CH:36]([CH2:38][CH:32]([CH2:33]3)[CH2:31]1)[CH2:37]2, predict the reaction product. The product is: [CH3:21][P:19]([C:16]1[CH:17]=[CH:18][C:13]([NH:12][C:4]2[N:3]=[C:2]([NH:40][C:30]34[CH2:31][CH:32]5[CH2:38][CH:36]([CH2:35][CH:34]([CH2:33]5)[CH2:39]3)[CH2:37]4)[C:7]([C:8]([F:11])([F:10])[F:9])=[CH:6][N:5]=2)=[CH:14][CH:15]=1)([CH3:22])=[O:20]. (5) Given the reactants C([O:3][C:4]([CH:6]1[CH2:11][CH2:10][N:9]([CH3:12])[CH2:8][CH2:7]1)=O)C.[H-].[H-].[H-].[H-].[Li+].[Al+3], predict the reaction product. The product is: [CH3:12][N:9]1[CH2:10][CH2:11][CH:6]([CH2:4][OH:3])[CH2:7][CH2:8]1.